From a dataset of Reaction yield outcomes from USPTO patents with 853,638 reactions. Predict the reaction yield, written as a fraction of the theoretical maximum amount of product (1.0 means a 100% yield; for example, 0.34 means a 34% yield). (1) The reactants are [OH:1][CH2:2][C:3]1[CH:11]=[CH:10][C:6]([C:7]([OH:9])=O)=[CH:5][CH:4]=1.[O:12]1[CH2:17][CH2:16][CH2:15][CH2:14][CH:13]1[O:18][NH2:19]. The catalyst is ClCCl. The product is [OH:1][CH2:2][C:3]1[CH:4]=[CH:5][C:6]([C:7]([NH:19][O:18][CH:13]2[CH2:14][CH2:15][CH2:16][CH2:17][O:12]2)=[O:9])=[CH:10][CH:11]=1. The yield is 0.700. (2) The reactants are [Cl:1][C:2]1[CH:3]=[C:4]([CH:19]=[CH:20][C:21]=1[C:22]([F:25])([F:24])[F:23])[CH2:5][NH:6][C:7]([C:9]1[CH:14]=[CH:13][C:12]([S:15](Cl)(=[O:17])=[O:16])=[CH:11][CH:10]=1)=[O:8].[NH2:26][C:27]1[S:31][N:30]=[CH:29][N:28]=1. No catalyst specified. The product is [Cl:1][C:2]1[CH:3]=[C:4]([CH:19]=[CH:20][C:21]=1[C:22]([F:25])([F:24])[F:23])[CH2:5][NH:6][C:7](=[O:8])[C:9]1[CH:14]=[CH:13][C:12]([S:15]([NH:26][C:27]2[S:31][N:30]=[CH:29][N:28]=2)(=[O:17])=[O:16])=[CH:11][CH:10]=1. The yield is 0.160. (3) The reactants are C([O:3][C:4](=O)[CH2:5][C:6]([C@@H:8]1[CH2:13][CH2:12][N:11]([C:14]([O:16][CH3:17])=[O:15])[C@@H:10]([CH2:18][C:19]2[CH:24]=[CH:23][CH:22]=[CH:21][C:20]=2[C:25]([F:28])([F:27])[F:26])[CH2:9]1)=[O:7])C.[OH-].[Na+].[NH2:32]O.Cl. The catalyst is CO.O.C(Cl)Cl. The product is [O:3]=[C:4]1[CH:5]=[C:6]([C@@H:8]2[CH2:13][CH2:12][N:11]([C:14]([O:16][CH3:17])=[O:15])[C@@H:10]([CH2:18][C:19]3[CH:24]=[CH:23][CH:22]=[CH:21][C:20]=3[C:25]([F:28])([F:27])[F:26])[CH2:9]2)[O:7][NH:32]1. The yield is 1.22. (4) The reactants are [OH-].[NH4+].[CH3:3][O:4][C:5](=[O:41])[C@@H:6]([NH:11][C:12]([C:14]1[CH:19]=[CH:18][C:17]([C:20]2[CH:25]=[CH:24][C:23]([O:26][CH3:27])=[CH:22][CH:21]=2)=[CH:16][C:15]=1[NH:28][C:29]([NH:31][C:32]1[C:37]([CH3:38])=[CH:36][C:35]([CH3:39])=[CH:34][C:33]=1[CH3:40])=[O:30])=[O:13])[CH2:7][C:8]([OH:10])=O.C[N:43](C(ON1N=NC2C=CC=NC1=2)=[N+](C)C)C.F[P-](F)(F)(F)(F)F. The catalyst is C(Cl)Cl. The product is [CH3:27][O:26][C:23]1[CH:22]=[CH:21][C:20]([C:17]2[CH:18]=[CH:19][C:14]([C:12]([NH:11][C@H:6]([C:5]([O:4][CH3:3])=[O:41])[CH2:7][C:8](=[O:10])[NH2:43])=[O:13])=[C:15]([NH:28][C:29]([NH:31][C:32]3[C:33]([CH3:40])=[CH:34][C:35]([CH3:39])=[CH:36][C:37]=3[CH3:38])=[O:30])[CH:16]=2)=[CH:25][CH:24]=1. The yield is 0.680. (5) The reactants are [NH2:1][C:2]1[CH:3]=[C:4]([CH:21]=[CH:22][CH:23]=1)[O:5][C:6]1[CH:7]=[CH:8][C:9]2[N:10]([CH:12]=[C:13]([NH:15][C:16]([CH:18]3[CH2:20][CH2:19]3)=[O:17])[N:14]=2)[N:11]=1.[C:24]([C:28]1[CH:32]=[C:31]([NH:33][C:34](=O)[O:35]CC(Cl)(Cl)Cl)[N:30]([C:42]2[CH:47]=[CH:46][CH:45]=[CH:44][CH:43]=2)[N:29]=1)([CH3:27])([CH3:26])[CH3:25].C(N(CC)CC)C. The catalyst is CS(C)=O.O.C(OCC)(=O)C. The product is [C:24]([C:28]1[CH:32]=[C:31]([NH:33][C:34]([NH:1][C:2]2[CH:3]=[C:4]([CH:21]=[CH:22][CH:23]=2)[O:5][C:6]2[CH:7]=[CH:8][C:9]3[N:10]([CH:12]=[C:13]([NH:15][C:16]([CH:18]4[CH2:20][CH2:19]4)=[O:17])[N:14]=3)[N:11]=2)=[O:35])[N:30]([C:42]2[CH:47]=[CH:46][CH:45]=[CH:44][CH:43]=2)[N:29]=1)([CH3:27])([CH3:25])[CH3:26]. The yield is 0.990. (6) The reactants are [CH2:1]([S:8][C:9]1[N:14]2[N:15]=[CH:16][CH:17]=[C:13]2[N:12]=[C:11](Cl)[CH:10]=1)[C:2]1[CH:7]=[CH:6][CH:5]=[CH:4][CH:3]=1.[Cl:19][C:20]1[CH:21]=[C:22]([CH:24]=[CH:25][CH:26]=1)[NH2:23].Cl.O1CCOCC1. The catalyst is C(O)C. The product is [CH2:1]([S:8][C:9]1[N:14]2[N:15]=[CH:16][CH:17]=[C:13]2[N:12]=[C:11]([NH:23][C:22]2[CH:24]=[CH:25][CH:26]=[C:20]([Cl:19])[CH:21]=2)[CH:10]=1)[C:2]1[CH:7]=[CH:6][CH:5]=[CH:4][CH:3]=1. The yield is 0.900. (7) The reactants are [Br:1][C:2]1[CH:10]=[C:9]2[C:5]([C:6]3[C:14]([C:15]4[C:16]([CH3:32])=[C:17]([NH:21]C(=O)OCC5C=CC=CC=5)[CH:18]=[CH:19][CH:20]=4)=[CH:13][N:12]=[C:11]([C:33](=[O:35])[NH2:34])[C:7]=3[NH:8]2)=[CH:4][CH:3]=1.I[Si](C)(C)C.C(OCC)(=O)C.CCCCCC. The yield is 0.526. The product is [NH2:21][C:17]1[C:16]([CH3:32])=[C:15]([C:14]2[C:6]3[C:5]4[C:9](=[CH:10][C:2]([Br:1])=[CH:3][CH:4]=4)[NH:8][C:7]=3[C:11]([C:33]([NH2:34])=[O:35])=[N:12][CH:13]=2)[CH:20]=[CH:19][CH:18]=1. The catalyst is C(#N)C. (8) The reactants are [OH-:1].[Na+:2].CO.[CH:5]1[N:9]=[CH:8][N:7]([CH2:10][C:11]([P:17]([OH:20])([OH:19])=[O:18])([P:13]([OH:16])([OH:15])=[O:14])[OH:12])[CH:6]=1. The catalyst is O. The product is [CH:5]1[N:9]=[CH:8][N:7]([CH2:10][C:11]([P:13]([O-:16])([OH:15])=[O:14])([P:17]([O-:19])([OH:20])=[O:18])[OH:12])[CH:6]=1.[OH2:1].[OH2:12].[OH2:12].[OH2:12].[Na+:2].[Na+:2]. The yield is 0.970. (9) The reactants are [NH2:1][CH2:2][CH2:3][NH:4][C:5](=[O:11])[O:6][C:7]([CH3:10])([CH3:9])[CH3:8].[CH:12](=O)[C:13]1[CH:18]=[CH:17][CH:16]=[CH:15][CH:14]=1.[BH4-].[Na+]. The catalyst is CO. The product is [CH2:12]([NH:1][CH2:2][CH2:3][NH:4][C:5](=[O:11])[O:6][C:7]([CH3:8])([CH3:10])[CH3:9])[C:13]1[CH:18]=[CH:17][CH:16]=[CH:15][CH:14]=1. The yield is 0.920. (10) The reactants are [Cl:1][C:2]1[CH:3]=[CH:4][C:5]([NH2:8])=[N:6][CH:7]=1.[Cl:9][C:10]1[CH:11]=[C:12]([CH:15]=[CH:16][CH:17]=1)[CH:13]=O.O.C1(C)C=CC(S(O)(=O)=O)=CC=1.[N+:30]([CH:32]([CH3:34])[CH3:33])#[C-:31]. The catalyst is CO. The product is [Cl:1][C:2]1[CH:3]=[CH:4][C:5]2[N:6]([C:31]([NH:30][CH:32]([CH3:34])[CH3:33])=[C:13]([C:12]3[CH:15]=[CH:16][CH:17]=[C:10]([Cl:9])[CH:11]=3)[N:8]=2)[CH:7]=1. The yield is 0.150.